Dataset: Forward reaction prediction with 1.9M reactions from USPTO patents (1976-2016). Task: Predict the product of the given reaction. Given the reactants [NH2:1][C:2]1[NH:21][C:5]2=[CH:6][C:7]3[C:8]([CH3:20])([CH3:19])[C:9](=[O:18])[N:10]([CH2:13][CH2:14][CH2:15][CH2:16][CH3:17])[C:11]=3[CH:12]=[C:4]2[N:3]=1.[C:22](Cl)(=[O:25])[CH2:23][CH3:24], predict the reaction product. The product is: [CH3:19][C:8]1([CH3:20])[C:7]2[CH:6]=[C:5]3[NH:21][C:2]([NH:1][C:22](=[O:25])[CH2:23][CH3:24])=[N:3][C:4]3=[CH:12][C:11]=2[N:10]([CH2:13][CH2:14][CH2:15][CH2:16][CH3:17])[C:9]1=[O:18].